From a dataset of Reaction yield outcomes from USPTO patents with 853,638 reactions. Predict the reaction yield, written as a fraction of the theoretical maximum amount of product (1.0 means a 100% yield; for example, 0.34 means a 34% yield). (1) The reactants are [C:9](O[C:9]([O:11][C:12]([CH3:15])([CH3:14])[CH3:13])=[O:10])([O:11][C:12]([CH3:15])([CH3:14])[CH3:13])=[O:10].[Br:16][C:17]1[CH:25]=[CH:24][CH:23]=[C:22]2[C:18]=1[CH:19]=[CH:20][NH:21]2. The catalyst is CN(C1C=CN=CC=1)C.C1COCC1. The product is [C:12]([O:11][C:9]([N:21]1[C:22]2[C:18](=[C:17]([Br:16])[CH:25]=[CH:24][CH:23]=2)[CH:19]=[CH:20]1)=[O:10])([CH3:13])([CH3:14])[CH3:15]. The yield is 1.00. (2) The reactants are [CH3:1][C:2]1[CH:7]=[CH:6][N:5]=[CH:4][C:3]=1[N:8]1[CH2:12][CH2:11][NH:10][C:9]1=[O:13].Br[C:15]1[CH:23]=[CH:22][C:21]2[C:17](=[CH:18][N:19]([CH3:24])[N:20]=2)[CH:16]=1.N[C@@H]1CCCC[C@H]1N.P([O-])([O-])([O-])=O.[K+].[K+].[K+]. The catalyst is [Cu](I)I.O1CCOCC1. The product is [CH3:24][N:19]1[CH:18]=[C:17]2[C:21]([CH:22]=[CH:23][C:15]([N:10]3[CH2:11][CH2:12][N:8]([C:3]4[CH:4]=[N:5][CH:6]=[CH:7][C:2]=4[CH3:1])[C:9]3=[O:13])=[CH:16]2)=[N:20]1. The yield is 0.0623. (3) The reactants are N[C:2]1[CH:13]=[CH:12][C:11](Br)=[CH:10][C:3]=1[C:4]([N:6]([O:8][CH3:9])[CH3:7])=[O:5].[Cl:15][C:16]1[CH:17]=[C:18](B(O)O)[CH:19]=[CH:20][CH:21]=1.C(=O)([O-])[O-].[Na+].[Na+]. The catalyst is COCCOC.O.C1C=CC([P]([Pd]([P](C2C=CC=CC=2)(C2C=CC=CC=2)C2C=CC=CC=2)([P](C2C=CC=CC=2)(C2C=CC=CC=2)C2C=CC=CC=2)[P](C2C=CC=CC=2)(C2C=CC=CC=2)C2C=CC=CC=2)(C2C=CC=CC=2)C2C=CC=CC=2)=CC=1. The product is [Cl:15][C:16]1[CH:21]=[C:20]([C:11]2[CH:12]=[CH:13][CH:2]=[C:3]([CH:10]=2)[C:4]([N:6]([O:8][CH3:9])[CH3:7])=[O:5])[CH:19]=[CH:18][CH:17]=1. The yield is 0.570. (4) The reactants are [CH3:1][NH:2][C@@H:3]1[C:11]2[C:6](=[CH:7][CH:8]=[CH:9][CH:10]=2)[CH2:5][CH2:4]1.C(NS(=O)(=O)[O:33][CH2:34][C@@H:35]1[C@@H:42]2[C@@H:38]([O:39][C:40]([CH3:44])([CH3:43])[O:41]2)[C@H:37]([N:45]2[CH:53]=[N:52][C:51]3[C:46]2=[N:47][CH:48]=[N:49][C:50]=3Cl)[O:36]1)(C1C=CC=CC=1)(C1C=CC=CC=1)C1C=CC=CC=1.CCN(C(C)C)C(C)C. The catalyst is C(O)C. The product is [C@@H:3]1([N:2]([CH3:1])[C:50]2[N:49]=[CH:48][N:47]=[C:46]3[C:51]=2[N:52]=[CH:53][N:45]3[C@H:37]2[C@@H:38]3[O:39][C:40]([CH3:44])([CH3:43])[O:41][C@@H:42]3[C@@H:35]([CH2:34][OH:33])[O:36]2)[C:11]2[C:6](=[CH:7][CH:8]=[CH:9][CH:10]=2)[CH2:5][CH2:4]1. The yield is 0.550. (5) The catalyst is CC#N. The reactants are [F:1][C:2]1[CH:3]=[C:4]([S:9]([NH2:12])(=[O:11])=[O:10])[CH:5]=[C:6]([F:8])[CH:7]=1.CO[CH:15](OC)[N:16]([CH3:18])[CH3:17]. The yield is 0.960. The product is [F:8][C:6]1[CH:5]=[C:4]([S:9]([N:12]=[CH:15][N:16]([CH3:18])[CH3:17])(=[O:10])=[O:11])[CH:3]=[C:2]([F:1])[CH:7]=1. (6) The reactants are C1COCC1.[Br:6][C:7]1[CH:12]=[CH:11][C:10]([C:13]2[C:17]3[N:18]=[C:19]([Cl:23])[N:20]=[C:21](Cl)[C:16]=3[O:15][N:14]=2)=[CH:9][CH:8]=1.C(N(CC)CC)C.[O:31]1[CH2:36][CH2:35][CH:34]([CH2:37][NH2:38])[CH2:33][CH2:32]1. The catalyst is C(OCC)(=O)C.O. The product is [Br:6][C:7]1[CH:12]=[CH:11][C:10]([C:13]2[C:17]3[N:18]=[C:19]([Cl:23])[N:20]=[C:21]([NH:38][CH2:37][CH:34]4[CH2:35][CH2:36][O:31][CH2:32][CH2:33]4)[C:16]=3[O:15][N:14]=2)=[CH:9][CH:8]=1. The yield is 1.00.